This data is from Full USPTO retrosynthesis dataset with 1.9M reactions from patents (1976-2016). The task is: Predict the reactants needed to synthesize the given product. (1) Given the product [ClH:20].[C:1]12([CH2:11][CH:12]3[CH2:17][CH2:16][NH:15][CH2:14][CH2:13]3)[CH2:10][CH:5]3[CH2:4][CH:3]([CH2:9][CH:7]([CH2:6]3)[CH2:8]1)[CH2:2]2, predict the reactants needed to synthesize it. The reactants are: [C:1]12([CH2:11][C:12]3[CH:17]=[CH:16][N:15]=[CH:14][CH:13]=3)[CH2:10][CH:5]3[CH2:6][CH:7]([CH2:9][CH:3]([CH2:4]3)[CH2:2]1)[CH2:8]2.Cl.C(Cl)[Cl:20]. (2) The reactants are: [O:1]1[CH2:6][CH2:5][N:4]([CH2:7][CH2:8][N:9]([C:14]2[CH:22]=[CH:21][CH:20]=[C:19]3[C:15]=2[C:16](=[O:32])[N:17]([CH2:24][C:25]([O:27]C(C)(C)C)=[O:26])[C:18]3=[O:23])[S:10]([CH3:13])(=[O:12])=[O:11])[CH2:3][CH2:2]1.[C:33]([OH:39])([C:35]([F:38])([F:37])[F:36])=[O:34]. Given the product [F:36][C:35]([F:38])([F:37])[C:33]([OH:39])=[O:34].[O:1]1[CH2:6][CH2:5][N:4]([CH2:7][CH2:8][N:9]([C:14]2[CH:22]=[CH:21][CH:20]=[C:19]3[C:15]=2[C:16](=[O:32])[N:17]([CH2:24][C:25]([OH:27])=[O:26])[C:18]3=[O:23])[S:10]([CH3:13])(=[O:12])=[O:11])[CH2:3][CH2:2]1, predict the reactants needed to synthesize it. (3) Given the product [NH:37]1[C:38]2[C:34](=[C:33]([O:32][C:5]3[CH:6]=[C:7]([N:10]4[CH2:15][CH2:14][N:13]([CH2:16][C:17]5[CH2:22][CH2:21][C:20]([CH3:24])([CH3:23])[CH2:19][C:18]=5[C:25]5[CH:30]=[CH:29][C:28]([Cl:31])=[CH:27][CH:26]=5)[CH2:12][CH2:11]4)[C:8]([Cl:43])=[CH:9][C:4]=3[C:3]([O:2][CH3:1])=[O:42])[CH:41]=[CH:40][CH:39]=2)[CH:35]=[N:36]1, predict the reactants needed to synthesize it. The reactants are: [CH3:1][O:2][C:3](=[O:42])[C:4]1[CH:9]=[CH:8][C:7]([N:10]2[CH2:15][CH2:14][N:13]([CH2:16][C:17]3[CH2:22][CH2:21][C:20]([CH3:24])([CH3:23])[CH2:19][C:18]=3[C:25]3[CH:30]=[CH:29][C:28]([Cl:31])=[CH:27][CH:26]=3)[CH2:12][CH2:11]2)=[CH:6][C:5]=1[O:32][C:33]1[CH:41]=[CH:40][CH:39]=[C:38]2[C:34]=1[CH:35]=[N:36][NH:37]2.[Cl:43]N1C(=O)CCC1=O.